From a dataset of Reaction yield outcomes from USPTO patents with 853,638 reactions. Predict the reaction yield, written as a fraction of the theoretical maximum amount of product (1.0 means a 100% yield; for example, 0.34 means a 34% yield). (1) The product is [C:2]([C:4]1[CH:5]=[C:6]([C:12]2[CH:17]=[CH:16][C:15]([C:18]#[N:19])=[CH:14][CH:13]=2)[CH:7]=[CH:8][C:9]=1[O:10][CH3:11])(=[O:1])[CH3:3]. The reactants are [OH:1][CH:2]([C:4]1[CH:5]=[C:6]([C:12]2[CH:17]=[CH:16][C:15]([C:18]#[N:19])=[CH:14][CH:13]=2)[CH:7]=[CH:8][C:9]=1[O:10][CH3:11])[CH3:3].[Cr](O[Cr]([O-])(=O)=O)([O-])(=O)=O.[NH+]1C=CC=CC=1.[NH+]1C=CC=CC=1. The yield is 0.920. The catalyst is C(Cl)Cl. (2) The reactants are [NH2:1][C:2]1[C:11]2[C:6](=[C:7](I)[C:8]([F:12])=[CH:9][CH:10]=2)[N:5]=[N:4][C:3]=1[C:14]([NH:16][CH2:17][CH2:18][CH3:19])=[O:15].[F:20][C:21]1[CH:26]=[CH:25][C:24]([F:27])=[CH:23][C:22]=1B(O)O. No catalyst specified. The product is [NH2:1][C:2]1[C:11]2[C:6](=[C:7]([C:25]3[CH:26]=[C:21]([F:20])[CH:22]=[CH:23][C:24]=3[F:27])[C:8]([F:12])=[CH:9][CH:10]=2)[N:5]=[N:4][C:3]=1[C:14]([NH:16][CH2:17][CH2:18][CH3:19])=[O:15]. The yield is 0.350.